Dataset: Forward reaction prediction with 1.9M reactions from USPTO patents (1976-2016). Task: Predict the product of the given reaction. Given the reactants [F:1][CH2:2][C:3]1([C:17]([O:19][CH2:20][CH3:21])=[O:18])[CH2:8][CH2:7][C:6](OS(C(F)(F)F)(=O)=O)=[CH:5][CH2:4]1.[B:22]1([B:22]2[O:26][C:25]([CH3:28])([CH3:27])[C:24]([CH3:30])([CH3:29])[O:23]2)[O:26][C:25]([CH3:28])([CH3:27])[C:24]([CH3:30])([CH3:29])[O:23]1.C([O-])(=O)C.[K+], predict the reaction product. The product is: [F:1][CH2:2][C:3]1([C:17]([O:19][CH2:20][CH3:21])=[O:18])[CH2:8][CH2:7][C:6]([B:22]2[O:26][C:25]([CH3:28])([CH3:27])[C:24]([CH3:30])([CH3:29])[O:23]2)=[CH:5][CH2:4]1.